This data is from Forward reaction prediction with 1.9M reactions from USPTO patents (1976-2016). The task is: Predict the product of the given reaction. (1) The product is: [C:1]([C:5]1[CH:9]=[C:8]([NH:10][C:11](=[O:47])[NH:12][C:13]2[C:22]3[C:17](=[CH:18][CH:19]=[CH:20][CH:21]=3)[C:16]([O:23][CH2:24][C:25]3[CH:30]=[CH:29][N:28]=[C:27]([NH:31][C:32]([C@@H:34]4[CH2:39][O:38][CH2:37][CH2:36][NH:35]4)=[O:33])[CH:26]=3)=[CH:15][CH:14]=2)[N:7]([C:48]2[CH:53]=[CH:52][C:51]([CH3:54])=[CH:50][CH:49]=2)[N:6]=1)([CH3:4])([CH3:3])[CH3:2]. Given the reactants [C:1]([C:5]1[CH:9]=[C:8]([NH:10][C:11](=[O:47])[NH:12][C:13]2[C:22]3[C:17](=[CH:18][CH:19]=[CH:20][CH:21]=3)[C:16]([O:23][CH2:24][C:25]3[CH:30]=[CH:29][N:28]=[C:27]([NH:31][C:32]([C@@H:34]4[CH2:39][O:38][CH2:37][CH2:36][N:35]4C(OC(C)(C)C)=O)=[O:33])[CH:26]=3)=[CH:15][CH:14]=2)[N:7]([C:48]2[CH:53]=[CH:52][C:51]([CH3:54])=[CH:50][CH:49]=2)[N:6]=1)([CH3:4])([CH3:3])[CH3:2], predict the reaction product. (2) Given the reactants [CH3:1][O:2][C:3](=[O:15])[CH2:4][C:5]1[CH:10]=[CH:9][CH:8]=[C:7]([CH2:11][C@@H:12]([NH2:14])[CH3:13])[CH:6]=1.C(N(CC)CC)C.CN1CCCC1=O.C(N[CH2:38][C@@H:39]([C:48]1[CH:57]=[CH:56][C:55]([O:58][CH2:59][C:60]2[CH:65]=[CH:64][CH:63]=[CH:62][CH:61]=2)=[C:54]2[C:49]=1[CH:50]=[CH:51][C:52](=[O:66])[NH:53]2)[O:40][Si:41]([C:44]([CH3:47])([CH3:46])[CH3:45])([CH3:43])[CH3:42])C1C=CC=CC=1, predict the reaction product. The product is: [CH3:1][O:2][C:3](=[O:15])[CH2:4][C:5]1[CH:10]=[CH:9][CH:8]=[C:7]([CH2:11][C@@H:12]([NH:14][CH2:38][C@@H:39]([C:48]2[CH:57]=[CH:56][C:55]([O:58][CH2:59][C:60]3[CH:65]=[CH:64][CH:63]=[CH:62][CH:61]=3)=[C:54]3[C:49]=2[CH:50]=[CH:51][C:52](=[O:66])[NH:53]3)[O:40][Si:41]([C:44]([CH3:47])([CH3:46])[CH3:45])([CH3:43])[CH3:42])[CH3:13])[CH:6]=1. (3) Given the reactants [CH2:1]([O:8][NH:9][C@H:10]1[CH2:15][N:14]([C:16]([O:18][CH2:19][CH2:20][Si:21]([CH3:24])([CH3:23])[CH3:22])=[O:17])[C@H:13]([C:25]([OH:27])=O)[CH2:12][CH2:11]1)[C:2]1[CH:7]=[CH:6][CH:5]=[CH:4][CH:3]=1.[NH2:28][O:29][CH2:30][CH2:31][NH:32][C:33](=[O:39])[O:34][C:35]([CH3:38])([CH3:37])[CH3:36].ON1C2C=CC=CC=2N=N1.Cl.C(N=C=NCCCN(C)C)C, predict the reaction product. The product is: [C:35]([O:34][C:33]([NH:32][CH2:31][CH2:30][O:29][NH:28][C:25]([C@@H:13]1[CH2:12][CH2:11][C@@H:10]([NH:9][O:8][CH2:1][C:2]2[CH:3]=[CH:4][CH:5]=[CH:6][CH:7]=2)[CH2:15][N:14]1[C:16]([O:18][CH2:19][CH2:20][Si:21]([CH3:24])([CH3:22])[CH3:23])=[O:17])=[O:27])=[O:39])([CH3:38])([CH3:36])[CH3:37]. (4) Given the reactants [OH:1][CH:2]([C:16]1[CH:21]=[CH:20][C:19]([C:22]2[N:26]=[C:25]([C:27]3[O:31][N:30]=[C:29]([C:32]4[CH:37]=[CH:36][CH:35]=[CH:34][CH:33]=4)[C:28]=3[C:38]([F:41])([F:40])[F:39])[O:24][N:23]=2)=[CH:18][CH:17]=1)[C:3]([NH:5][CH2:6][CH2:7][NH:8]C(=O)OC(C)(C)C)=[O:4].[C:42]([OH:48])([C:44]([F:47])([F:46])[F:45])=[O:43], predict the reaction product. The product is: [NH2:8][CH2:7][CH2:6][NH:5][C:3](=[O:4])[CH:2]([OH:1])[C:16]1[CH:21]=[CH:20][C:19]([C:22]2[N:26]=[C:25]([C:27]3[O:31][N:30]=[C:29]([C:32]4[CH:37]=[CH:36][CH:35]=[CH:34][CH:33]=4)[C:28]=3[C:38]([F:41])([F:40])[F:39])[O:24][N:23]=2)=[CH:18][CH:17]=1.[C:42]([OH:48])([C:44]([F:47])([F:46])[F:45])=[O:43]. (5) Given the reactants [Cl:1][C:2]1[CH:7]=[CH:6][C:5]([C:8]2([NH:11][C:12]3[N:17]=[C:16]([O:18][CH2:19][C:20]([F:23])([F:22])[F:21])[N:15]=[C:14]([NH:24][C:25]4[CH:51]=[CH:50][C:28]([C:29]([NH:31][CH:32]([CH:37]5[CH2:42][CH2:41][CH2:40][N:39](C(OC(C)(C)C)=O)[CH2:38]5)[C:33]([O:35][CH3:36])=[O:34])=[O:30])=[CH:27][CH:26]=4)[N:13]=3)[CH2:10][CH2:9]2)=[CH:4][CH:3]=1.C(O)(C(F)(F)F)=O, predict the reaction product. The product is: [Cl:1][C:2]1[CH:7]=[CH:6][C:5]([C:8]2([NH:11][C:12]3[N:17]=[C:16]([O:18][CH2:19][C:20]([F:21])([F:22])[F:23])[N:15]=[C:14]([NH:24][C:25]4[CH:51]=[CH:50][C:28]([C:29]([NH:31][CH:32]([CH:37]5[CH2:42][CH2:41][CH2:40][NH:39][CH2:38]5)[C:33]([O:35][CH3:36])=[O:34])=[O:30])=[CH:27][CH:26]=4)[N:13]=3)[CH2:10][CH2:9]2)=[CH:4][CH:3]=1. (6) Given the reactants [Br:1][C:2]1[CH:7]=[CH:6][C:5]([CH:8]([CH:20]2[CH2:24][CH2:23][CH2:22][CH2:21]2)[CH2:9][C:10]([C:12]2[CH:13]=[N:14][C:15]([O:18]C)=[CH:16][CH:17]=2)=[O:11])=[C:4]([F:25])[CH:3]=1.Cl, predict the reaction product. The product is: [Br:1][C:2]1[CH:7]=[CH:6][C:5]([CH:8]([CH:20]2[CH2:24][CH2:23][CH2:22][CH2:21]2)[CH2:9][C:10]([C:12]2[CH:17]=[CH:16][C:15](=[O:18])[NH:14][CH:13]=2)=[O:11])=[C:4]([F:25])[CH:3]=1. (7) Given the reactants [Br:1][CH2:2][CH2:3][CH2:4][CH2:5][CH2:6][C:7]([CH3:11])([CH3:10])[CH2:8][OH:9].[O:12]1[CH:17]=[CH:16][CH2:15][CH2:14][CH2:13]1, predict the reaction product. The product is: [Br:1][CH2:2][CH2:3][CH2:4][CH2:5][CH2:6][C:7]([CH3:11])([CH3:10])[CH2:8][O:9][CH:13]1[CH2:14][CH2:15][CH2:16][CH2:17][O:12]1. (8) The product is: [N:12]1([CH2:11][C:8]([NH:26][C:25]2[CH:27]=[C:28]([O:30][CH3:31])[CH:29]=[C:23]([O:22][CH3:21])[CH:24]=2)=[O:10])[C:16]2[CH:17]=[CH:18][CH:19]=[CH:20][C:15]=2[N:14]=[CH:13]1. Given the reactants FC(F)(F)C([O-])=O.[C:8]([CH2:11][N:12]1[C:16]2[CH:17]=[CH:18][CH:19]=[CH:20][C:15]=2[NH+:14]=[CH:13]1)([OH:10])=O.[CH3:21][O:22][C:23]1[CH:24]=[C:25]([CH:27]=[C:28]([O:30][CH3:31])[CH:29]=1)[NH2:26], predict the reaction product. (9) Given the reactants [F:1][C:2]([F:17])([F:16])[S:3][C:4]1[CH:15]=[CH:14][C:7]([CH2:8][CH:9]([C:12]#[N:13])[C:10]#[N:11])=[CH:6][CH:5]=1.[H-].[Na+].Br[CH2:21][CH2:22][C:23]([F:27])=[C:24]([F:26])[F:25], predict the reaction product. The product is: [F:27][C:23](=[C:24]([F:26])[F:25])[CH2:22][CH2:21][C:9]([CH2:8][C:7]1[CH:6]=[CH:5][C:4]([S:3][C:2]([F:16])([F:1])[F:17])=[CH:15][CH:14]=1)([C:12]#[N:13])[C:10]#[N:11].